Task: Predict the reaction yield, written as a fraction of the theoretical maximum amount of product (1.0 means a 100% yield; for example, 0.34 means a 34% yield).. Dataset: Reaction yield outcomes from USPTO patents with 853,638 reactions (1) The reactants are [C:1]([C:5]1[O:9][N:8]=[C:7]([NH:10][C:11]([NH:13][C:14]2[CH:19]=[CH:18][CH:17]=[C:16]([S:20][C:21]3[C:30]4[C:25](=[CH:26][C:27]([O:33][CH2:34][CH2:35]Cl)=[C:28]([O:31][CH3:32])[CH:29]=4)[N:24]=[CH:23][N:22]=3)[CH:15]=2)=[O:12])[CH:6]=1)([CH3:4])([CH3:3])[CH3:2].[NH:37]1[CH2:41][CH2:40][CH2:39][CH2:38]1. No catalyst specified. The product is [C:1]([C:5]1[O:9][N:8]=[C:7]([NH:10][C:11]([NH:13][C:14]2[CH:19]=[CH:18][CH:17]=[C:16]([S:20][C:21]3[C:30]4[C:25](=[CH:26][C:27]([O:33][CH2:34][CH2:35][N:37]5[CH2:41][CH2:40][CH2:39][CH2:38]5)=[C:28]([O:31][CH3:32])[CH:29]=4)[N:24]=[CH:23][N:22]=3)[CH:15]=2)=[O:12])[CH:6]=1)([CH3:4])([CH3:3])[CH3:2]. The yield is 0.180. (2) The reactants are [F:1][C:2]1[CH:7]=[C:6]([F:8])[C:5]([NH:9][C:10](=[O:14])[CH:11]([CH3:13])[CH3:12])=[CH:4][C:3]=1[C:15]1[CH2:16][CH2:17][N:18]([C:21]([O:23][C:24]([CH3:27])([CH3:26])[CH3:25])=[O:22])[CH2:19][CH:20]=1. The catalyst is CCOC(C)=O.CO.[Pd]. The product is [F:1][C:2]1[CH:7]=[C:6]([F:8])[C:5]([NH:9][C:10](=[O:14])[CH:11]([CH3:13])[CH3:12])=[CH:4][C:3]=1[CH:15]1[CH2:16][CH2:17][N:18]([C:21]([O:23][C:24]([CH3:26])([CH3:25])[CH3:27])=[O:22])[CH2:19][CH2:20]1. The yield is 0.850.